Dataset: Full USPTO retrosynthesis dataset with 1.9M reactions from patents (1976-2016). Task: Predict the reactants needed to synthesize the given product. (1) Given the product [C:5]([O:9][C:10](=[O:19])[NH:11][C:12]1[S:13][C:14]([CH2:17][Cl:3])=[CH:15][N:16]=1)([CH3:8])([CH3:7])[CH3:6], predict the reactants needed to synthesize it. The reactants are: S(Cl)([Cl:3])=O.[C:5]([O:9][C:10](=[O:19])[NH:11][C:12]1[S:13][C:14]([CH2:17]O)=[CH:15][N:16]=1)([CH3:8])([CH3:7])[CH3:6]. (2) Given the product [C:1]([O:4][CH2:28][C:18]1[N:19]([CH2:20][C:21]2([OH:27])[CH2:22][CH2:23][CH2:24][CH2:25][CH2:26]2)[C:15]2[C:14]3[CH:13]=[CH:12][CH:11]=[CH:10][C:9]=3[N:8]=[C:7]([NH2:6])[C:16]=2[N:17]=1)(=[O:3])[CH3:2], predict the reactants needed to synthesize it. The reactants are: [C:1]([O-:4])(=[O:3])[CH3:2].[K+].[NH2:6][C:7]1[C:16]2[N:17]=[C:18]([CH2:28]Cl)[N:19]([CH2:20][C:21]3([OH:27])[CH2:26][CH2:25][CH2:24][CH2:23][CH2:22]3)[C:15]=2[C:14]2[CH:13]=[CH:12][CH:11]=[CH:10][C:9]=2[N:8]=1.